This data is from Forward reaction prediction with 1.9M reactions from USPTO patents (1976-2016). The task is: Predict the product of the given reaction. Given the reactants [F:1][CH:2]([F:11])[O:3][C:4]1[CH:9]=[CH:8][C:7](I)=[CH:6][CH:5]=1.[C:12]([C:14]1[CH:15]=[CH:16][C:17]([F:21])=[C:18]([OH:20])[CH:19]=1)#[CH:13].[CH2:22](N(CC)CC)C, predict the reaction product. The product is: [F:1][CH:2]([F:11])[O:3][C:4]1[CH:9]=[CH:8][C:7]([C:13]#[C:12][C:14]2[CH:15]=[CH:16][C:17]([F:21])=[C:18]([OH:20])[CH:19]=2)=[CH:6][C:5]=1[CH3:22].